The task is: Predict the reaction yield, written as a fraction of the theoretical maximum amount of product (1.0 means a 100% yield; for example, 0.34 means a 34% yield).. This data is from Reaction yield outcomes from USPTO patents with 853,638 reactions. (1) The reactants are Br[C:2]1[C:7]([CH3:8])=[CH:6][CH:5]=[CH:4][N:3]=1.C([O-])([O-])=O.[K+].[K+].N#N.[C:17]([O:21][C:22]([C:24]1[CH:25]=[C:26](B(O)O)[CH:27]=[CH:28][CH:29]=1)=[O:23])([CH3:20])([CH3:19])[CH3:18].C(Cl)Cl.CS(O)(=O)=O.[OH-].[Na+]. The catalyst is C1(C)C=CC=CC=1.C1C=CC(P(C2C=CC=CC=2)[C-]2C=CC=C2)=CC=1.C1C=CC(P(C2C=CC=CC=2)[C-]2C=CC=C2)=CC=1.Cl[Pd]Cl.[Fe+2].O. The product is [C:17]([O:21][C:22](=[O:23])[C:24]1[CH:25]=[CH:26][CH:27]=[C:28]([C:2]2[C:7]([CH3:8])=[CH:6][CH:5]=[CH:4][N:3]=2)[CH:29]=1)([CH3:20])([CH3:18])[CH3:19]. The yield is 0.820. (2) The reactants are C(OC(=O)[NH:7][C:8]([CH3:48])([CH3:47])[C:9]([N:11]1[CH2:16][CH2:15][CH:14]([C:17]2[CH:22]=[CH:21][C:20]([NH:23][C:24]([C:26]3[N:27](COCC[Si](C)(C)C)[CH:28]=[C:29]([C:31]#[N:32])[N:30]=3)=[O:25])=[C:19]([C:41]3[CH2:46][CH2:45][CH2:44][CH2:43][CH:42]=3)[CH:18]=2)[CH2:13][CH2:12]1)=[O:10])(C)(C)C.[C:50]([OH:56])([C:52]([F:55])([F:54])[F:53])=[O:51]. The catalyst is C(Cl)Cl.CCO. The product is [F:53][C:52]([F:55])([F:54])[C:50]([OH:56])=[O:51].[NH2:7][C:8]([CH3:48])([CH3:47])[C:9]([N:11]1[CH2:16][CH2:15][CH:14]([C:17]2[CH:22]=[CH:21][C:20]([NH:23][C:24]([C:26]3[NH:30][C:29]([C:31]#[N:32])=[CH:28][N:27]=3)=[O:25])=[C:19]([C:41]3[CH2:46][CH2:45][CH2:44][CH2:43][CH:42]=3)[CH:18]=2)[CH2:13][CH2:12]1)=[O:10]. The yield is 0.290. (3) The reactants are [CH3:1][O:2][C:3]1[CH:11]=[C:10]([N+:12]([O-:14])=[O:13])[CH:9]=[CH:8][C:4]=1[C:5]([OH:7])=[O:6].[C:15](=O)([O-])[O-].[K+].[K+].IC. No catalyst specified. The product is [CH3:1][O:2][C:3]1[CH:11]=[C:10]([N+:12]([O-:14])=[O:13])[CH:9]=[CH:8][C:4]=1[C:5]([O:7][CH3:15])=[O:6]. The yield is 0.770. (4) The reactants are [CH3:1][NH:2][CH3:3].C(=O)([O-])[O-].[Na+].[Na+].[Br:10][CH2:11][CH2:12][C:13]([C:23]1[CH:28]=[CH:27][CH:26]=[CH:25][CH:24]=1)([C:17]1[CH:22]=[CH:21][CH:20]=[CH:19][CH:18]=1)[C:14](Cl)=[O:15]. The catalyst is O.C1(C)C=CC=CC=1. The product is [Br-:10].[CH3:1][N+:2]([CH3:3])=[C:14]1[C:13]([C:23]2[CH:28]=[CH:27][CH:26]=[CH:25][CH:24]=2)([C:17]2[CH:22]=[CH:21][CH:20]=[CH:19][CH:18]=2)[CH2:12][CH2:11][O:15]1. The yield is 0.468. (5) The reactants are [CH2:1]([O:3]CC)C.Br[C:7]1[CH:8]=[CH:9][C:10]([CH2:13][O:14][C:15]2[CH:20]=[CH:19][C:18]([F:21])=[CH:17][CH:16]=2)=[N:11][CH:12]=1.C([Li])CCC.CN(C)C=O. The catalyst is O. The product is [F:21][C:18]1[CH:19]=[CH:20][C:15]([O:14][CH2:13][C:10]2[N:11]=[CH:12][C:7]([CH:1]=[O:3])=[CH:8][CH:9]=2)=[CH:16][CH:17]=1. The yield is 0.305.